Task: Predict which catalyst facilitates the given reaction.. Dataset: Catalyst prediction with 721,799 reactions and 888 catalyst types from USPTO Reactant: [O:1]1[CH:3]([CH2:4][CH3:5])[CH2:2]1.[Na].P(=O)(O)(O)O.[CH:12]([O:15][CH2:16][CH:17]([OH:20])[CH2:18][CH3:19])([CH3:14])[CH3:13]. Product: [CH:12]([O:15][CH2:16][CH:17]([O:20][CH2:2][CH:3]([OH:1])[CH2:4][CH3:5])[CH2:18][CH3:19])([CH3:14])[CH3:13]. The catalyst class is: 32.